Dataset: Full USPTO retrosynthesis dataset with 1.9M reactions from patents (1976-2016). Task: Predict the reactants needed to synthesize the given product. (1) Given the product [F:31][C:30]([F:33])([F:32])[O:29][C:26]1[CH:27]=[CH:28][C:23]([S:20]([N:7]2[C:6]3[CH:34]=[C:2]([C:41]([O:43][CH2:35][CH3:37])=[O:42])[CH:3]=[CH:4][C:5]=3[NH:11][C:10]3[N:12]=[C:13]([C:16]([F:19])([F:18])[F:17])[CH:14]=[CH:15][C:9]=3[CH2:8]2)(=[O:22])=[O:21])=[CH:24][CH:25]=1, predict the reactants needed to synthesize it. The reactants are: I[C:2]1[CH:3]=[CH:4][C:5]2[NH:11][C:10]3[N:12]=[C:13]([C:16]([F:19])([F:18])[F:17])[CH:14]=[CH:15][C:9]=3[CH2:8][N:7]([S:20]([C:23]3[CH:28]=[CH:27][C:26]([O:29][C:30]([F:33])([F:32])[F:31])=[CH:25][CH:24]=3)(=[O:22])=[O:21])[C:6]=2[CH:34]=1.[CH:35]([Mg]Cl)([CH3:37])C.Cl.[C:41]([O-])([OH:43])=[O:42].[Na+]. (2) Given the product [CH:1]([C:4]1[CH:5]=[CH:6][C:7]([O:33][CH3:34])=[C:8]([C:10]2[CH:15]=[CH:14][C:13]([C:16]([F:17])([F:18])[F:19])=[CH:12][C:11]=2[CH2:20][N:21]2[CH2:25][C@@H:24]([C:26]3[CH:31]=[CH:30][CH:29]=[CH:28][CH:27]=3)[N:23]([CH3:37])[C:22]2=[O:32])[CH:9]=1)([CH3:3])[CH3:2], predict the reactants needed to synthesize it. The reactants are: [CH:1]([C:4]1[CH:5]=[CH:6][C:7]([O:33][CH3:34])=[C:8]([C:10]2[CH:15]=[CH:14][C:13]([C:16]([F:19])([F:18])[F:17])=[CH:12][C:11]=2[CH2:20][N:21]2[CH2:25][C@@H:24]([C:26]3[CH:31]=[CH:30][CH:29]=[CH:28][CH:27]=3)[NH:23][C:22]2=[O:32])[CH:9]=1)([CH3:3])[CH3:2].CI.[CH3:37][Si]([N-][Si](C)(C)C)(C)C.[K+].O.